This data is from CYP1A2 inhibition data for predicting drug metabolism from PubChem BioAssay. The task is: Regression/Classification. Given a drug SMILES string, predict its absorption, distribution, metabolism, or excretion properties. Task type varies by dataset: regression for continuous measurements (e.g., permeability, clearance, half-life) or binary classification for categorical outcomes (e.g., BBB penetration, CYP inhibition). Dataset: cyp1a2_veith. (1) The compound is COC(=O)[C@@]1(Cc2ccccc2)[C@H]2c3cc(C(=O)N(C)C)n(CCF)c3C[C@H]2CN1C(=O)c1ccccc1. The result is 0 (non-inhibitor). (2) The result is 1 (inhibitor). The compound is COc1cccc(-c2cncnc2NCCc2cnc[nH]2)c1. (3) The drug is CCOc1ccc(C(=O)Nc2ccc(NC(=O)c3ccco3)c(Cl)c2)cc1Br. The result is 0 (non-inhibitor).